This data is from Catalyst prediction with 721,799 reactions and 888 catalyst types from USPTO. The task is: Predict which catalyst facilitates the given reaction. (1) Product: [C:20]([C:19]1[NH:16][C:9]2[C:5]([Cl:4])=[C:6]([Cl:24])[S:7][C:8]=2[CH:12]=1)([OH:22])=[O:21]. The catalyst class is: 5. Reactant: C[O-].[Na+].[Cl:4][C:5]1[CH2:6][S:7][C:8]2[C:9]=1N(Cl)C(=C=O)[CH:12]=2.[N:16]([CH2:19][C:20]([O:22]C)=[O:21])=[N+]=[N-].[Cl-:24].[NH4+]. (2) Reactant: [CH3:1][C:2]([C:16]1[CH:21]=[CH:20][C:19]([C:22]2[CH:27]=[CH:26][CH:25]=[C:24]([CH2:28][NH:29][C:30]([NH:32][CH2:33][CH3:34])=[O:31])[CH:23]=2)=[C:18]([OH:35])[CH:17]=1)([CH3:15])[CH2:3][CH2:4][CH2:5][CH2:6][C:7]([N:9]1[CH2:14][CH2:13][O:12][CH2:11][CH2:10]1)=O.[H-].[Al+3].[Li+].[H-].[H-].[H-]. Product: [CH2:33]([NH:32][C:30]([NH:29][CH2:28][C:24]1[CH:23]=[C:22]([C:19]2[CH:20]=[CH:21][C:16]([C:2]([CH3:15])([CH2:3][CH2:4][CH2:5][CH2:6][CH2:7][N:9]3[CH2:14][CH2:13][O:12][CH2:11][CH2:10]3)[CH3:1])=[CH:17][C:18]=2[OH:35])[CH:27]=[CH:26][CH:25]=1)=[O:31])[CH3:34]. The catalyst class is: 7.